Dataset: Experimentally validated miRNA-target interactions with 360,000+ pairs, plus equal number of negative samples. Task: Binary Classification. Given a miRNA mature sequence and a target amino acid sequence, predict their likelihood of interaction. (1) The protein sequence of the target gene is MDYLLMIFSLLFVACQGAPETAVLGAELSAVGENGGEKPTPSPPWRLRRSKRCSCSSLMDKECVYFCHLDIIWVNTPEHVVPYGLGSPRSKRALENLLPTKATDRENRCQCASQKDKKCWNFCQAGKELRAEDIMEKDWNNHKKGKDCSKLGKKCIYQQLVRGRKIRRSSEEHLRQTRSETMRNSVKSSFHDPKLKGKPSRERYVTHNRAHW. The miRNA is hsa-miR-1-3p with sequence UGGAAUGUAAAGAAGUAUGUAU. Result: 1 (interaction). (2) The miRNA is hsa-miR-320c with sequence AAAAGCUGGGUUGAGAGGGU. The protein sequence of the target gene is MAAAAGGGGPGTAVGATGSGIAAAAAGLAVYRRKDGGPATKFWESPETVSQLDSVRVWLGKHYKKYVHADAPTNKTLAGLVVQLLQFQEDAFGKHVTNPAFTKLPAKCFMDFKAGGALCHILGAAYKYKNEQGWRRFDLQNPSRMDRNVEMFMNIEKTLVQNNCLTRPNIYLIPDIDLKLANKLKDIIKRHQGTFTDEKSKASHHIYPYSSSQDDEEWLRPVMRKEKQVLVHWGFYPDSYDTWVHSNDVDAEIEDPPIPEKPWKVHVKWILDTDIFNEWMNEEDYEVDENRKPVSFRQRI.... Result: 1 (interaction).